Dataset: Full USPTO retrosynthesis dataset with 1.9M reactions from patents (1976-2016). Task: Predict the reactants needed to synthesize the given product. (1) Given the product [CH3:1][O:2][C:3](=[O:22])[C:4]1[CH:16]=[C:15]([N:17]([S:18]([CH3:21])(=[O:19])=[O:20])[CH3:25])[CH:14]=[C:6]([C:7]([N:9]([CH3:13])[CH2:10][CH2:11][CH3:12])=[O:8])[CH:5]=1, predict the reactants needed to synthesize it. The reactants are: [CH3:1][O:2][C:3](=[O:22])[C:4]1[CH:16]=[C:15]([NH:17][S:18]([CH3:21])(=[O:20])=[O:19])[CH:14]=[C:6]([C:7]([N:9]([CH3:13])[CH2:10][CH2:11][CH3:12])=[O:8])[CH:5]=1.IC.[C:25](=O)([O-])[O-].[K+].[K+]. (2) Given the product [O:40]([C:37]1[CH:36]=[CH:35][C:34]([NH:33][C:31](=[O:32])[C:30]2[CH:47]=[CH:48][CH:49]=[C:28]([NH:27][C:2]3[C:7]([C:8]4[N:9]=[C:10]([NH:14][C:15]5[CH:20]=[C:19]([O:21][CH3:22])[C:18]([O:23][CH3:24])=[C:17]([O:25][CH3:26])[CH:16]=5)[N:11]=[CH:12][N:13]=4)=[CH:6][CH:5]=[CH:4][N:3]=3)[CH:29]=2)=[CH:39][CH:38]=1)[C:41]1[CH:42]=[CH:43][CH:44]=[CH:45][CH:46]=1, predict the reactants needed to synthesize it. The reactants are: Cl[C:2]1[C:7]([C:8]2[N:13]=[CH:12][N:11]=[C:10]([NH:14][C:15]3[CH:20]=[C:19]([O:21][CH3:22])[C:18]([O:23][CH3:24])=[C:17]([O:25][CH3:26])[CH:16]=3)[N:9]=2)=[CH:6][CH:5]=[CH:4][N:3]=1.[NH2:27][C:28]1[CH:29]=[C:30]([CH:47]=[CH:48][CH:49]=1)[C:31]([NH:33][C:34]1[CH:39]=[CH:38][C:37]([O:40][C:41]2[CH:46]=[CH:45][CH:44]=[CH:43][CH:42]=2)=[CH:36][CH:35]=1)=[O:32].CS(C)=O. (3) Given the product [C:48]([O:47][C:45]([N:42]1[CH2:43][CH2:44][CH:39]([N:19]2[C:20]3[C:25](=[CH:24][C:23]([O:26][CH:27]([F:28])[F:29])=[CH:22][CH:21]=3)[C:17]([C:14]3[N:15]=[C:16]4[C:8]([C:6](=[O:7])[NH:5][C:1]([CH3:4])([CH3:3])[CH3:2])=[CH:9][N:10]([CH2:30][O:31][CH2:32][CH2:33][Si:34]([CH3:37])([CH3:36])[CH3:35])[C:11]4=[N:12][CH:13]=3)=[N:18]2)[CH2:40][CH2:41]1)=[O:46])([CH3:51])([CH3:49])[CH3:50], predict the reactants needed to synthesize it. The reactants are: [C:1]([NH:5][C:6]([C:8]1[C:16]2[C:11](=[N:12][CH:13]=[C:14]([C:17]3[C:25]4[C:20](=[CH:21][CH:22]=[C:23]([O:26][CH:27]([F:29])[F:28])[CH:24]=4)[NH:19][N:18]=3)[N:15]=2)[N:10]([CH2:30][O:31][CH2:32][CH2:33][Si:34]([CH3:37])([CH3:36])[CH3:35])[CH:9]=1)=[O:7])([CH3:4])([CH3:3])[CH3:2].Br[CH:39]1[CH2:44][CH2:43][N:42]([C:45]([O:47][C:48]([CH3:51])([CH3:50])[CH3:49])=[O:46])[CH2:41][CH2:40]1.C(=O)([O-])[O-].[Cs+].[Cs+]. (4) Given the product [C:1]([O:5][C:6]([N:8]1[CH2:9][CH2:10][N:11]([C:14]([C:15]2[CH:16]([C:17]3[CH:22]=[CH:21][C:20]([CH3:23])=[CH:19][C:18]=3[CH3:24])[C:40]([C:39]([O:38][CH2:37][CH2:36][CH:35]([C:45]3[CH:50]=[CH:49][CH:48]=[CH:47][CH:46]=3)[C:29]3[CH:30]=[CH:31][CH:32]=[CH:33][CH:34]=3)=[O:44])=[C:41]([CH3:42])[NH:43][C:25]=2[CH3:26])=[O:28])[CH2:12][CH2:13]1)=[O:7])([CH3:4])([CH3:3])[CH3:2], predict the reactants needed to synthesize it. The reactants are: [C:1]([O:5][C:6]([N:8]1[CH2:13][CH2:12][N:11]([C:14](=[O:28])[C:15]([C:25](=O)[CH3:26])=[CH:16][C:17]2[CH:22]=[CH:21][C:20]([CH3:23])=[CH:19][C:18]=2[CH3:24])[CH2:10][CH2:9]1)=[O:7])([CH3:4])([CH3:3])[CH3:2].[C:29]1([CH:35]([C:45]2[CH:50]=[CH:49][CH:48]=[CH:47][CH:46]=2)[CH2:36][CH2:37][O:38][C:39](=[O:44])/[CH:40]=[C:41](\[NH2:43])/[CH3:42])[CH:34]=[CH:33][CH:32]=[CH:31][CH:30]=1. (5) Given the product [ClH:30].[CH3:29][O:28][C:25]1[CH:24]=[CH:23][C:22]([C:9]2[CH2:14][CH2:13][NH:12][CH2:11][CH:10]=2)=[CH:27][CH:26]=1, predict the reactants needed to synthesize it. The reactants are: FC(F)(F)C(O)=O.O[C:9]1([C:22]2[CH:27]=[CH:26][C:25]([O:28][CH3:29])=[CH:24][CH:23]=2)[CH2:14][CH2:13][N:12](C(OC(C)(C)C)=O)[CH2:11][CH2:10]1.[Cl:30]CCl. (6) Given the product [F:1][C:2]1([F:11])[CH2:7][CH2:6][CH:5]([C:8]([NH2:18])=[O:9])[CH2:4][CH2:3]1, predict the reactants needed to synthesize it. The reactants are: [F:1][C:2]1([F:11])[CH2:7][CH2:6][CH:5]([C:8](O)=[O:9])[CH2:4][CH2:3]1.C(Cl)(=O)C(Cl)=O.[NH4+:18].[OH-]. (7) Given the product [C:1]([C:3]([C:6]1[CH:7]=[C:8]([CH:12]=[CH:13][CH:14]=1)[C:9]([Cl:17])=[O:10])([CH3:5])[CH3:4])#[N:2], predict the reactants needed to synthesize it. The reactants are: [C:1]([C:3]([C:6]1[CH:7]=[C:8]([CH:12]=[CH:13][CH:14]=1)[C:9](O)=[O:10])([CH3:5])[CH3:4])#[N:2].S(Cl)([Cl:17])=O. (8) Given the product [Cl:19][C:20]1[CH:26]=[C:25]([Cl:27])[CH:24]=[CH:23][C:21]=1[NH:22][C:2]1[C:11]2[CH2:10][CH2:9][CH2:8][C:7]([CH2:15][CH2:16][CH3:17])([CH2:12][CH2:13][CH3:14])[C:6]=2[N:5]=[C:4]([CH3:18])[N:3]=1, predict the reactants needed to synthesize it. The reactants are: Cl[C:2]1[C:11]2[CH2:10][CH2:9][CH2:8][C:7]([CH2:15][CH2:16][CH3:17])([CH2:12][CH2:13][CH3:14])[C:6]=2[N:5]=[C:4]([CH3:18])[N:3]=1.[Cl:19][C:20]1[CH:26]=[C:25]([Cl:27])[CH:24]=[CH:23][C:21]=1[NH2:22].O.C1(C)C=CC(S(O)(=O)=O)=CC=1.Cl.CCOCC. (9) Given the product [Cl:25][C:26]1[CH:34]=[CH:33][CH:32]=[CH:31][C:27]=1[C:28]([NH:2][C@H:3]1[C:11]2[C:6](=[CH:7][C:8]([C:12]([O:14][CH3:15])=[O:13])=[CH:9][CH:10]=2)[CH2:5][CH2:4]1)=[O:29], predict the reactants needed to synthesize it. The reactants are: Cl.[NH2:2][C@H:3]1[C:11]2[C:6](=[CH:7][C:8]([C:12]([O:14][CH3:15])=[O:13])=[CH:9][CH:10]=2)[CH2:5][CH2:4]1.CCN(C(C)C)C(C)C.[Cl:25][C:26]1[CH:34]=[CH:33][CH:32]=[CH:31][C:27]=1[C:28](Cl)=[O:29].